From a dataset of Forward reaction prediction with 1.9M reactions from USPTO patents (1976-2016). Predict the product of the given reaction. (1) Given the reactants C[O:2][C:3]1[CH:8]=[CH:7][C:6]([C:9]2([CH3:21])[C:18](=[O:19])[C:17]3[C:12](=[CH:13][CH:14]=[CH:15][CH:16]=3)[NH:11][C:10]2=[O:20])=[CH:5][CH:4]=1.B(Br)(Br)Br.CCCCCC, predict the reaction product. The product is: [OH:2][C:3]1[CH:4]=[CH:5][C:6]([C:9]2([CH3:21])[C:18](=[O:19])[C:17]3[C:12](=[CH:13][CH:14]=[CH:15][CH:16]=3)[NH:11][C:10]2=[O:20])=[CH:7][CH:8]=1. (2) The product is: [Br:25][C:26]1[C:27]([C:35]([NH:1][C:2]2[CH:7]=[CH:6][C:5]([N:8]3[C:14](=[O:15])[CH2:13][C:12](=[O:16])[NH:11][C:10]4[C:17]5[C:22]([CH:23]=[CH:24][C:9]3=4)=[CH:21][CH:20]=[CH:19][CH:18]=5)=[CH:4][CH:3]=2)=[O:36])=[C:28]2[O:32][CH2:31][O:30][C:29]2=[CH:33][CH:34]=1. Given the reactants [NH2:1][C:2]1[CH:7]=[CH:6][C:5]([N:8]2[C:14](=[O:15])[CH2:13][C:12](=[O:16])[NH:11][C:10]3[C:17]4[C:22]([CH:23]=[CH:24][C:9]2=3)=[CH:21][CH:20]=[CH:19][CH:18]=4)=[CH:4][CH:3]=1.[Br:25][C:26]1[CH:34]=[CH:33][C:29]2[O:30][CH2:31][O:32][C:28]=2[C:27]=1[C:35](Cl)=[O:36].O=C1CC(=O)N(C2C=CC(C(O)=O)=CC=2)C2C=CC3C(C=2N1)=CC=CC=3, predict the reaction product.